From a dataset of Reaction yield outcomes from USPTO patents with 853,638 reactions. Predict the reaction yield, written as a fraction of the theoretical maximum amount of product (1.0 means a 100% yield; for example, 0.34 means a 34% yield). (1) The reactants are [Cl:1][C:2]1[CH:28]=[CH:27][C:5]([CH2:6][N:7]2[C:15](=[O:16])[C:14]3[N:13]([C:17]4[CH:22]=[CH:21][C:20]([F:23])=[CH:19][CH:18]=4)[C:12]([O:24][CH3:25])=[N:11][C:10]=3[NH:9][C:8]2=[O:26])=[CH:4][CH:3]=1.C([O-])([O-])=O.[Cs+].[Cs+].I[CH2:36][CH3:37].C(OCC)(=O)C. The catalyst is CN(C=O)C. The product is [Cl:1][C:2]1[CH:28]=[CH:27][C:5]([CH2:6][N:7]2[C:15](=[O:16])[C:14]3[N:13]([C:17]4[CH:18]=[CH:19][C:20]([F:23])=[CH:21][CH:22]=4)[C:12]([O:24][CH3:25])=[N:11][C:10]=3[N:9]([CH2:36][CH3:37])[C:8]2=[O:26])=[CH:4][CH:3]=1. The yield is 0.970. (2) The reactants are [Br:1][C@H:2]1[C@@H:8]2[CH2:9][C@@H:5]([C:6](=[O:10])[O:7]2)[CH2:4][CH2:3]1.[NH3:11].CO. The catalyst is C1COCC1. The product is [Br:1][C@@H:2]1[CH2:3][CH2:4][C@H:5]([C:6]([NH2:11])=[O:10])[CH2:9][C@@H:8]1[OH:7]. The yield is 1.00. (3) The reactants are [O:1]=[C:2]1[CH2:7][CH2:6][N:5]([C:8]([O:10][CH2:11][C:12]2[CH:17]=[CH:16][CH:15]=[CH:14][CH:13]=2)=[O:9])[CH2:4][CH2:3]1.Br[C:19]1[CH:24]=[C:23]([CH3:25])[CH:22]=[CH:21][N:20]=1. No catalyst specified. The product is [OH:1][C:2]1([C:19]2[CH:24]=[C:23]([CH3:25])[CH:22]=[CH:21][N:20]=2)[CH2:3][CH2:4][N:5]([C:8]([O:10][CH2:11][C:12]2[CH:17]=[CH:16][CH:15]=[CH:14][CH:13]=2)=[O:9])[CH2:6][CH2:7]1. The yield is 0.560. (4) The reactants are [CH:1]1([N:9]2[CH2:13][CH2:12][CH2:11][CH2:10]2)[CH2:8][CH2:7][CH2:6][CH2:5][CH2:4][CH2:3][CH2:2]1.[CH2:14]([I:18])[CH2:15][CH2:16][CH3:17].C(=O)(O)[O-].[K+]. The catalyst is CO. The product is [I-:18].[CH2:14]([N+:9]1([CH:1]2[CH2:8][CH2:7][CH2:6][CH2:5][CH2:4][CH2:3][CH2:2]2)[CH2:13][CH2:12][CH2:11][CH2:10]1)[CH2:15][CH2:16][CH3:17]. The yield is 0.900. (5) The reactants are C([O:5][C:6](=[O:21])/[CH:7]=[CH:8]/[C:9]1[CH:20]=[N:19][C:12]2[NH:13][C:14](=[O:18])[NH:15][C:16](=[O:17])[C:11]=2[CH:10]=1)(C)(C)C.FC(F)(F)C(O)=O. The catalyst is C(Cl)Cl. The product is [O:18]=[C:14]1[NH:13][C:12]2[N:19]=[CH:20][C:9](/[CH:8]=[CH:7]/[C:6]([OH:21])=[O:5])=[CH:10][C:11]=2[C:16](=[O:17])[NH:15]1. The yield is 0.910.